Dataset: Forward reaction prediction with 1.9M reactions from USPTO patents (1976-2016). Task: Predict the product of the given reaction. (1) Given the reactants [CH3:1][O:2][C:3](=[O:20])[C:4]1[CH:9]=[CH:8][CH:7]=[C:6]([N+:10]([O-:12])=[O:11])[C:5]=1[NH:13][C:14](=[O:19])[C:15]([F:18])([F:17])[F:16].C(=O)([O-])[O-].[K+].[K+].[Br:27][C:28]1[CH:35]=[CH:34][C:31]([CH2:32]Br)=[CH:30][CH:29]=1, predict the reaction product. The product is: [CH3:1][O:2][C:3](=[O:20])[C:4]1[CH:9]=[CH:8][CH:7]=[C:6]([N+:10]([O-:12])=[O:11])[C:5]=1[N:13]([CH2:32][C:31]1[CH:34]=[CH:35][C:28]([Br:27])=[CH:29][CH:30]=1)[C:14](=[O:19])[C:15]([F:17])([F:16])[F:18]. (2) Given the reactants [C:1]1([Li])[CH:6]=[CH:5][CH:4]=[CH:3][CH:2]=1.[F:8][C:9]1[CH:14]=[CH:13][C:12]([N+:15]([O-:17])=[O:16])=[CH:11][C:10]=1[C@:18]([NH:23][S@@:24]([C:26]([CH3:29])([CH3:28])[CH3:27])=[O:25])([CH3:22])[CH2:19][CH:20]=[O:21].[Na+].[Cl-].C(OC(=O)C)C, predict the reaction product. The product is: [F:8][C:9]1[CH:14]=[CH:13][C:12]([N+:15]([O-:17])=[O:16])=[CH:11][C:10]=1[C@:18]([NH:23][S@@:24]([C:26]([CH3:29])([CH3:28])[CH3:27])=[O:25])([CH3:22])[CH2:19][C@H:20]([OH:21])[C:1]1[CH:6]=[CH:5][CH:4]=[CH:3][CH:2]=1. (3) Given the reactants [CH3:1][C:2]1[O:3][C:4]2[C:9]([C:10](=[O:12])[CH:11]=1)=[CH:8][CH:7]=[CH:6][C:5]=2[CH:13]=O.O=[C:16]([CH3:23])[CH2:17][C:18]([O:20][CH2:21][CH3:22])=[O:19].[NH2:24][C:25]([CH3:36])=[CH:26][C:27]([C:29]1[CH:34]=[CH:33][C:32]([CH3:35])=[CH:31][CH:30]=1)=[O:28].C(O)(=O)C, predict the reaction product. The product is: [CH3:23][C:16]1[NH:24][C:25]([CH3:36])=[C:26]([C:27](=[O:28])[C:29]2[CH:34]=[CH:33][C:32]([CH3:35])=[CH:31][CH:30]=2)[CH:13]([C:5]2[CH:6]=[CH:7][CH:8]=[C:9]3[C:4]=2[O:3][C:2]([CH3:1])=[CH:11][C:10]3=[O:12])[C:17]=1[C:18]([O:20][CH2:21][CH3:22])=[O:19]. (4) Given the reactants [Br:1][C:2]1[CH:14]=[C:13]2[C:5]([C:6]3[CH:7]=[CH:8][C:9]([NH2:15])=[CH:10][C:11]=3[CH2:12]2)=[CH:4][CH:3]=1.[CH2:16](I)[CH2:17][CH2:18][CH3:19], predict the reaction product. The product is: [Br:1][C:2]1[CH:14]=[C:13]2[C:5]([C:6]3[CH:7]=[CH:8][C:9]([N:15]([CH2:4][CH2:3][CH2:2][CH3:14])[CH2:10][CH2:9][CH2:8][CH3:7])=[CH:10][C:11]=3[C:12]2([CH2:13][CH2:5][CH2:6][CH3:11])[CH2:16][CH2:17][CH2:18][CH3:19])=[CH:4][CH:3]=1. (5) Given the reactants Cl[C:2]1[C:7]([C:8]([NH2:10])=[O:9])=[CH:6][N:5]=[C:4]([Cl:11])[CH:3]=1.[OH:12][C:13]1[CH:18]=[CH:17][C:16]([NH:19][C:20](=[O:27])[C:21]2[CH:26]=[CH:25][CH:24]=[CH:23][CH:22]=2)=[CH:15][CH:14]=1.C(=O)([O-])[O-].[Cs+].[Cs+], predict the reaction product. The product is: [C:20]([NH:19][C:16]1[CH:15]=[CH:14][C:13]([O:12][C:2]2[C:7]([C:8]([NH2:10])=[O:9])=[CH:6][N:5]=[C:4]([Cl:11])[CH:3]=2)=[CH:18][CH:17]=1)(=[O:27])[C:21]1[CH:22]=[CH:23][CH:24]=[CH:25][CH:26]=1.